From a dataset of Full USPTO retrosynthesis dataset with 1.9M reactions from patents (1976-2016). Predict the reactants needed to synthesize the given product. Given the product [O:29]1[CH:33]=[CH:32][C:31]([CH:34]([OH:35])[C:2]2[C:10]3[C:9](=[O:11])[N:8]([CH3:12])[C:7](=[O:13])[N:6]([CH2:14][CH:15]([CH3:17])[CH3:16])[C:5]=3[S:4][C:3]=2[CH2:18][C:19]2[CH:24]=[CH:23][CH:22]=[CH:21][C:20]=2[C:25]([F:28])([F:27])[F:26])=[CH:30]1, predict the reactants needed to synthesize it. The reactants are: Br[C:2]1[C:10]2[C:9](=[O:11])[N:8]([CH3:12])[C:7](=[O:13])[N:6]([CH2:14][CH:15]([CH3:17])[CH3:16])[C:5]=2[S:4][C:3]=1[CH2:18][C:19]1[CH:24]=[CH:23][CH:22]=[CH:21][C:20]=1[C:25]([F:28])([F:27])[F:26].[O:29]1[CH:33]=[CH:32][C:31]([CH:34]=[O:35])=[CH:30]1.